Dataset: Reaction yield outcomes from USPTO patents with 853,638 reactions. Task: Predict the reaction yield, written as a fraction of the theoretical maximum amount of product (1.0 means a 100% yield; for example, 0.34 means a 34% yield). (1) The reactants are [N:1]1([C:7]([O:9][C:10]([CH3:13])([CH3:12])[CH3:11])=[O:8])[CH2:6][CH2:5][S:4][CH2:3][CH2:2]1.C[OH:15]. The catalyst is O. The product is [C:10]([O:9][C:7]([N:1]1[CH2:2][C:3](=[O:15])[S:4][CH2:5][CH2:6]1)=[O:8])([CH3:13])([CH3:12])[CH3:11]. The yield is 0.970. (2) The reactants are [CH:1]1([C:6]([OH:8])=O)[CH2:5][CH2:4][CH2:3][CH2:2]1.CN(C(ON1N=NC2C=CC=CC1=2)=[N+](C)C)C.[B-](F)(F)(F)F.CCN(C(C)C)C(C)C.[C:40]([C:42]1[CH:43]=[C:44]([CH:64]=[CH:65][CH:66]=1)[C:45]([NH:47][C:48]1[CH:49]=[C:50]2[C:54](=[CH:55][CH:56]=1)[N:53]([CH3:57])[CH:52]=[C:51]2[CH:58]1[CH2:63][CH2:62][NH:61][CH2:60][CH2:59]1)=[O:46])#[N:41]. The catalyst is CN(C=O)C. The product is [C:40]([C:42]1[CH:43]=[C:44]([CH:64]=[CH:65][CH:66]=1)[C:45]([NH:47][C:48]1[CH:49]=[C:50]2[C:54](=[CH:55][CH:56]=1)[N:53]([CH3:57])[CH:52]=[C:51]2[CH:58]1[CH2:63][CH2:62][N:61]([C:6]([CH:1]2[CH2:2][CH2:3][CH2:4][CH2:5]2)=[O:8])[CH2:60][CH2:59]1)=[O:46])#[N:41]. The yield is 0.0410.